Dataset: Full USPTO retrosynthesis dataset with 1.9M reactions from patents (1976-2016). Task: Predict the reactants needed to synthesize the given product. (1) Given the product [I:48][CH2:7][CH2:6][CH2:5][CH2:4][CH2:3][CH2:2][NH:1][C:9](=[O:10])[O:11][C:12]([CH3:15])([CH3:14])[CH3:13], predict the reactants needed to synthesize it. The reactants are: [NH2:1][CH2:2][CH2:3][CH2:4][CH2:5][CH2:6][CH2:7]O.[C:9](O[C:9]([O:11][C:12]([CH3:15])([CH3:14])[CH3:13])=[O:10])([O:11][C:12]([CH3:15])([CH3:14])[CH3:13])=[O:10].C1(P(C2C=CC=CC=2)C2C=CC=CC=2)C=CC=CC=1.N1C=CN=C1.[I:48]I. (2) Given the product [CH:1]1([C:4]2[C:5]([O:13][CH2:14][C:15]([F:18])([F:17])[F:16])=[CH:6][C:7]([C:10]([NH:22][CH:21]([C:23]3[O:24][C:25]([CH3:28])=[N:26][N:27]=3)[C:20]([CH3:19])([CH3:29])[CH3:30])=[O:12])=[N:8][CH:9]=2)[CH2:2][CH2:3]1, predict the reactants needed to synthesize it. The reactants are: [CH:1]1([C:4]2[C:5]([O:13][CH2:14][C:15]([F:18])([F:17])[F:16])=[CH:6][C:7]([C:10]([OH:12])=O)=[N:8][CH:9]=2)[CH2:3][CH2:2]1.[CH3:19][C:20]([CH3:30])([CH3:29])[CH:21]([C:23]1[O:24][C:25]([CH3:28])=[N:26][N:27]=1)[NH2:22]. (3) Given the product [F:22][C:19]1[CH:18]=[CH:17][C:15]2[N:16]=[C:12]([C:4]3[CH:3]=[C:2]([N:1]4[C:32](=[O:33])[C:26]5[C:25](=[CH:24][CH:23]=[C:28]([C:29]([OH:31])=[O:30])[CH:27]=5)[C:35]4=[O:34])[CH:7]=[CH:6][C:5]=3[NH:8][CH2:9][CH2:10][CH3:11])[O:13][C:14]=2[C:20]=1[F:21], predict the reactants needed to synthesize it. The reactants are: [NH2:1][C:2]1[CH:3]=[C:4]([C:12]2[O:13][C:14]3[C:20]([F:21])=[C:19]([F:22])[CH:18]=[CH:17][C:15]=3[N:16]=2)[C:5]([NH:8][CH2:9][CH2:10][CH3:11])=[CH:6][CH:7]=1.[CH:23]1[C:28]([C:29]([OH:31])=[O:30])=[CH:27][C:26]2[C:32]([O:34][C:35](=O)[C:25]=2[CH:24]=1)=[O:33].